From a dataset of Forward reaction prediction with 1.9M reactions from USPTO patents (1976-2016). Predict the product of the given reaction. (1) Given the reactants [Li+].[OH-].CO.O.[C:6]([C:8]1[C:13]([N:14]2[CH2:19][CH2:18][N:17]([C:20](=[O:27])[CH2:21][CH2:22][C:23]([O:25]C)=[O:24])[C@H:16]([CH:28]([CH3:30])[CH3:29])[CH2:15]2)=[N:12][C:11]([CH:31]2[CH2:33][CH2:32]2)=[C:10]2[CH2:34][O:35][C:36]([CH3:39])([CH3:38])[CH2:37][C:9]=12)#[N:7], predict the reaction product. The product is: [C:6]([C:8]1[C:13]([N:14]2[CH2:19][CH2:18][N:17]([C:20](=[O:27])[CH2:21][CH2:22][C:23]([OH:25])=[O:24])[C@H:16]([CH:28]([CH3:30])[CH3:29])[CH2:15]2)=[N:12][C:11]([CH:31]2[CH2:33][CH2:32]2)=[C:10]2[CH2:34][O:35][C:36]([CH3:39])([CH3:38])[CH2:37][C:9]=12)#[N:7]. (2) Given the reactants [OH:1][C@@H:2]([C@H:4]1[C:24](=[O:25])[N:6]2[C:7]([C:21]([O-:23])=[O:22])=[C:8]([S:11]/[CH:12]=[CH:13]\[C:14]3[S:18][CH:17]=[N:16][C:15]=3[CH2:19][OH:20])[C@H:9]([CH3:10])[C@H:5]12)[CH3:3].[Na+].Br[CH:28]1[C:37]2[C:32](=[CH:33][CH:34]=[CH:35][CH:36]=2)[C:30](=[O:31])[O:29]1, predict the reaction product. The product is: [OH:1][C@@H:2]([C@H:4]1[C:24](=[O:25])[N:6]2[C:7]([C:21]([O:23][CH:28]3[C:37]4[C:32](=[CH:33][CH:34]=[CH:35][CH:36]=4)[C:30](=[O:31])[O:29]3)=[O:22])=[C:8]([S:11]/[CH:12]=[CH:13]\[C:14]3[S:18][CH:17]=[N:16][C:15]=3[CH2:19][OH:20])[C@H:9]([CH3:10])[C@H:5]12)[CH3:3]. (3) Given the reactants [CH3:1][N:2]([CH3:22])[C:3]1[C:4]2[S:17][C:16]3[CH:18]=[CH:19][CH:20]=[CH:21][C:15]=3[C:5]=2[N:6]=[C:7]([NH:9][C@H:10]2[CH2:14][CH2:13][NH:12][CH2:11]2)[N:8]=1.[F:23][C:24]([F:37])([F:36])[O:25][C:26]1[CH:31]=[CH:30][C:29]([CH2:32][C:33](O)=[O:34])=[CH:28][CH:27]=1.C1C=CC2N(O)N=NC=2C=1.CCN=C=NCCCN(C)C.Cl, predict the reaction product. The product is: [CH3:1][N:2]([CH3:22])[C:3]1[C:4]2[S:17][C:16]3[CH:18]=[CH:19][CH:20]=[CH:21][C:15]=3[C:5]=2[N:6]=[C:7]([NH:9][C@H:10]2[CH2:14][CH2:13][N:12]([C:33](=[O:34])[CH2:32][C:29]3[CH:30]=[CH:31][C:26]([O:25][C:24]([F:36])([F:23])[F:37])=[CH:27][CH:28]=3)[CH2:11]2)[N:8]=1. (4) Given the reactants [C:1]([NH:3][C:4](=[N:12][C:13]1[CH:18]=[CH:17][C:16]([N:19]2[CH2:24][CH2:23][O:22][CH2:21][CH2:20]2)=[CH:15][CH:14]=1)OC1C=CC=CC=1)#[N:2].[CH3:25][N:26]1[CH2:31][CH2:30][N:29]([C:32]2[N:37]=[C:36]([NH:38][NH2:39])[CH:35]=[CH:34][N:33]=2)[CH2:28][CH2:27]1, predict the reaction product. The product is: [CH3:25][N:26]1[CH2:31][CH2:30][N:29]([C:32]2[N:37]=[C:36]([N:38]3[C:1]([NH2:2])=[N:3][C:4]([NH:12][C:13]4[CH:14]=[CH:15][C:16]([N:19]5[CH2:20][CH2:21][O:22][CH2:23][CH2:24]5)=[CH:17][CH:18]=4)=[N:39]3)[CH:35]=[CH:34][N:33]=2)[CH2:28][CH2:27]1. (5) The product is: [Cl:13][C:5]1[C:4]2[C:9](=[CH:10][CH:11]=[C:2]([NH:19][CH2:18][C:17]3[CH:20]=[CH:21][CH:22]=[C:15]([Cl:14])[CH:16]=3)[CH:3]=2)[C:8](=[O:12])[NH:7][N:6]=1. Given the reactants Br[C:2]1[CH:3]=[C:4]2[C:9](=[CH:10][CH:11]=1)[C:8](=[O:12])[NH:7][N:6]=[C:5]2[Cl:13].[Cl:14][C:15]1[CH:16]=[C:17]([CH:20]=[CH:21][CH:22]=1)[CH2:18][NH2:19].C1C=CC(P(C2C(C3C(P(C4C=CC=CC=4)C4C=CC=CC=4)=CC=C4C=3C=CC=C4)=C3C(C=CC=C3)=CC=2)C2C=CC=CC=2)=CC=1.CC([O-])(C)C.[Na+], predict the reaction product. (6) Given the reactants CN(C(ON1N=NC2C=CC=NC1=2)=[N+](C)C)C.F[P-](F)(F)(F)(F)F.[F:25][C@H:26]1[CH2:30][N:29]([S:31]([C:34]2[CH:39]=[CH:38][C:37]([F:40])=[CH:36][CH:35]=2)(=[O:33])=[O:32])[C@H:28]([C:41]([NH:43][CH2:44][C:45]2C=C(B3OC(C)(C)C(C)(C)O3)C=CC=2F)=[O:42])[CH2:27]1.[C:61]([C:64]1C=[CH:85][C:84]([C:87]2[CH:88]=[N:89][C:90]([C:93]([F:96])([F:95])[F:94])=[N:91][CH:92]=2)=[CH:83][C:65]=1CNC([C@@H]1C[C@@H](F)CN1C(OC(C)(C)C)=O)=O)(=[O:63])[NH2:62].CCN(C(C)C)C(C)C, predict the reaction product. The product is: [C:61]([C:64]1[CH:65]=[CH:83][C:84]([C:87]2[CH:88]=[N:89][C:90]([C:93]([F:94])([F:95])[F:96])=[N:91][CH:92]=2)=[CH:85][C:45]=1[CH2:44][NH:43][C:41]([C@@H:28]1[CH2:27][C@@H:26]([F:25])[CH2:30][N:29]1[S:31]([C:34]1[CH:35]=[CH:36][C:37]([F:40])=[CH:38][CH:39]=1)(=[O:33])=[O:32])=[O:42])(=[O:63])[NH2:62]. (7) Given the reactants [H-].[H-].[H-].[H-].[Li+].[Al+3].[O:7]1[C:16]2[C:11](=[CH:12][CH:13]=[CH:14][CH:15]=2)[C:10](=[N:17]O)[CH2:9][CH2:8]1.[C@H](O)(C([O-])=O)[C@@H](O)C([O-])=O.[Na+].[K+], predict the reaction product. The product is: [O:7]1[C:16]2[C:11](=[CH:12][CH:13]=[CH:14][CH:15]=2)[CH:10]([NH2:17])[CH2:9][CH2:8]1. (8) The product is: [ClH:37].[CH:34]([N:32]1[CH:33]=[C:29]([C:22]2[N:21]=[C:20]([C:18]3[CH:17]=[N:16][N:15]([C:4]4([CH2:3][C:1]#[N:2])[CH2:5][NH:6][CH2:7]4)[CH:19]=3)[N:25]3[CH:26]=[CH:27][N:28]=[C:24]3[CH:23]=2)[CH:30]=[N:31]1)([CH3:36])[CH3:35]. Given the reactants [C:1]([CH2:3][C:4]1([N:15]2[CH:19]=[C:18]([C:20]3[N:25]4[CH:26]=[CH:27][N:28]=[C:24]4[CH:23]=[C:22]([C:29]4[CH:30]=[N:31][N:32]([CH:34]([CH3:36])[CH3:35])[CH:33]=4)[N:21]=3)[CH:17]=[N:16]2)[CH2:7][N:6](C(OC(C)(C)C)=O)[CH2:5]1)#[N:2].[ClH:37].CO, predict the reaction product.